Dataset: Forward reaction prediction with 1.9M reactions from USPTO patents (1976-2016). Task: Predict the product of the given reaction. Given the reactants [CH2:1]([O:8][C:9]1[C:10]([C:28]([OH:30])=O)=[N:11][C:12]([CH2:16][C:17]2(C3C=CC=CN=3)[CH2:21][CH2:20][CH2:19][CH2:18]2)=[N:13][C:14]=1[OH:15])[C:2]1[CH:7]=[CH:6][CH:5]=[CH:4][CH:3]=1.C(N(CC)C(C)C)(C)C.CN(C(ON1N=N[C:50]2[CH:51]=[CH:52][CH:53]=[N:54][C:49]1=2)=[N+](C)C)C.F[P-](F)(F)(F)(F)F.[Si:64]([O:71][CH2:72][CH2:73][NH:74][CH3:75])([C:67]([CH3:70])([CH3:69])[CH3:68])([CH3:66])[CH3:65], predict the reaction product. The product is: [Si:64]([O:71][CH2:72][CH2:73][N:74]([CH3:75])[C:28]([C:10]1[C:9]([O:8][CH2:1][C:2]2[CH:7]=[CH:6][CH:5]=[CH:4][CH:3]=2)=[C:14]([OH:15])[N:13]=[C:12]([CH2:16][C:17]2([C:49]3[CH:50]=[CH:51][CH:52]=[CH:53][N:54]=3)[CH2:18][CH2:19][CH2:20][CH2:21]2)[N:11]=1)=[O:30])([C:67]([CH3:70])([CH3:69])[CH3:68])([CH3:65])[CH3:66].